Dataset: Full USPTO retrosynthesis dataset with 1.9M reactions from patents (1976-2016). Task: Predict the reactants needed to synthesize the given product. (1) The reactants are: [C:1]([O:5][C:6]1[CH:13]=[CH:12][C:9]([CH:10]=O)=[CH:8][CH:7]=1)([CH3:4])([CH3:3])[CH3:2].[NH:14]1[CH2:20][C:18](=[O:19])[NH:17][C:15]1=[O:16].NCC(O)C. Given the product [C:1]([O:5][C:6]1[CH:13]=[CH:12][C:9]([CH:10]=[C:20]2[NH:14][C:15](=[O:16])[NH:17][C:18]2=[O:19])=[CH:8][CH:7]=1)([CH3:4])([CH3:3])[CH3:2], predict the reactants needed to synthesize it. (2) The reactants are: [NH:1]1[CH2:6][CH2:5][CH:4]([C:7]2[CH:12]=[CH:11][N:10]=[CH:9][CH:8]=2)[CH2:3][CH2:2]1.[O:13]=[C:14]1[N:20]([CH:21]2[CH2:26][CH2:25][N:24]([C:27]([O:29][C@@H:30]([C:41](O)=[O:42])[CH2:31][C:32]3[CH:37]=[C:36]([CH3:38])[C:35]([OH:39])=[C:34]([CH3:40])[CH:33]=3)=[O:28])[CH2:23][CH2:22]2)[CH2:19][CH2:18][C:17]2[CH:44]=[CH:45][CH:46]=[CH:47][C:16]=2[NH:15]1.CN(C(ON1N=NC2C=CC=CC1=2)=[N+](C)C)C.[B-](F)(F)(F)F.C(N(CC)CC)C. Given the product [O:13]=[C:14]1[N:20]([CH:21]2[CH2:22][CH2:23][N:24]([C:27]([O:29][C@H:30]([CH2:31][C:32]3[CH:33]=[C:34]([CH3:40])[C:35]([OH:39])=[C:36]([CH3:38])[CH:37]=3)[C:41](=[O:42])[N:10]3[CH2:9][CH2:8][CH:7]([C:4]4[CH:5]=[CH:6][N:1]=[CH:2][CH:3]=4)[CH2:12][CH2:11]3)=[O:28])[CH2:25][CH2:26]2)[CH2:19][CH2:18][C:17]2[CH:44]=[CH:45][CH:46]=[CH:47][C:16]=2[NH:15]1, predict the reactants needed to synthesize it. (3) Given the product [Cl:1][C:2]1[C:3]([CH3:10])=[CH:4][C:5]([C:8]([OH:11])=[O:9])=[CH:6][N:7]=1, predict the reactants needed to synthesize it. The reactants are: [Cl:1][C:2]1[N:7]=[CH:6][C:5]([CH:8]=[O:9])=[CH:4][C:3]=1[CH3:10].[OH:11]O. (4) Given the product [F:24][C:19]1[CH:18]=[C:17]([CH:22]=[CH:21][C:20]=1[F:23])[CH2:16][NH:15][C:10]1[N:11]=[CH:12][CH:13]=[CH:14][C:9]=1[C:8]([NH:27][NH2:28])=[O:7], predict the reactants needed to synthesize it. The reactants are: C(O)(C)C.C([O:7][C:8](=O)[C:9]1[CH:14]=[CH:13][CH:12]=[N:11][C:10]=1[NH:15][CH2:16][C:17]1[CH:22]=[CH:21][C:20]([F:23])=[C:19]([F:24])[CH:18]=1)C.O.[NH2:27][NH2:28]. (5) Given the product [I-:38].[CH3:35][C:33]([O:32][C:30]([N:28]1[CH2:27][CH2:26][CH2:25][C:24]2[CH:37]=[C:20]([NH:19][C:17](=[O:18])[C@@H:12]([NH:11][C:9]([O:8][CH2:7][C:1]3[CH:2]=[CH:3][CH:4]=[CH:5][CH:6]=3)=[O:10])[CH2:13][CH2:14][S+:15]([CH3:39])[CH3:16])[CH:21]=[CH:22][C:23]=2[CH2:29]1)=[O:31])([CH3:34])[CH3:36], predict the reactants needed to synthesize it. The reactants are: [C:1]1([CH2:7][O:8][C:9]([NH:11][C@H:12]([C:17]([NH:19][C:20]2[CH:21]=[CH:22][C:23]3[CH2:29][N:28]([C:30]([O:32][C:33]([CH3:36])([CH3:35])[CH3:34])=[O:31])[CH2:27][CH2:26][CH2:25][C:24]=3[CH:37]=2)=[O:18])[CH2:13][CH2:14][S:15][CH3:16])=[O:10])[CH:6]=[CH:5][CH:4]=[CH:3][CH:2]=1.[I:38][CH3:39]. (6) Given the product [CH:12]1([S:1][C:2]2[N:10]=[CH:9][CH:8]=[CH:7][C:3]=2[C:4]([OH:6])=[O:5])[CH2:16][CH2:15][CH2:14][CH2:13]1, predict the reactants needed to synthesize it. The reactants are: [SH:1][C:2]1[N:10]=[CH:9][CH:8]=[CH:7][C:3]=1[C:4]([OH:6])=[O:5].Br[CH:12]1[CH2:16][CH2:15][CH2:14][CH2:13]1. (7) Given the product [CH:15]([C:13]1[C:12]([C:21]2[CH:22]=[N:23][CH:24]=[CH:25][CH:26]=2)=[N:11][NH:10][CH:14]=1)=[CH:16][CH2:17][CH2:18][CH2:19][CH3:20].[C:1]1([S:7]([N:10]2[CH:14]=[C:13]([CH:15]=[CH:16][CH2:17][CH2:18][CH2:19][CH3:20])[C:12]([C:21]3[CH:22]=[N:23][CH:24]=[CH:25][CH:26]=3)=[N:11]2)(=[O:8])=[O:9])[CH:6]=[CH:5][CH:4]=[CH:3][CH:2]=1, predict the reactants needed to synthesize it. The reactants are: [C:1]1([S:7]([N:10]2[CH:14]=[C:13]([CH:15]=[CH:16][CH2:17][CH2:18][CH2:19][CH3:20])[C:12]([C:21]3[CH:22]=[N:23][CH:24]=[CH:25][CH:26]=3)=[N:11]2)(=[O:9])=[O:8])[CH:6]=[CH:5][CH:4]=[CH:3][CH:2]=1.[OH-].[K+].NN.O.